From a dataset of Reaction yield outcomes from USPTO patents with 853,638 reactions. Predict the reaction yield, written as a fraction of the theoretical maximum amount of product (1.0 means a 100% yield; for example, 0.34 means a 34% yield). (1) The reactants are [F:1][C:2]1[CH:3]=[C:4]([NH2:16])[CH:5]=[C:6]([S:8][CH:9]2[CH2:14][CH2:13][N:12]([CH3:15])[CH2:11][CH2:10]2)[CH:7]=1.[Cl:17][C:18]1[CH:26]=[C:25]([F:27])[CH:24]=[CH:23][C:19]=1[C:20](Cl)=[O:21]. The catalyst is O1CCOCC1. The product is [Cl:17][C:18]1[CH:26]=[C:25]([F:27])[CH:24]=[CH:23][C:19]=1[C:20]([NH:16][C:4]1[CH:5]=[C:6]([S:8][CH:9]2[CH2:10][CH2:11][N:12]([CH3:15])[CH2:13][CH2:14]2)[CH:7]=[C:2]([F:1])[CH:3]=1)=[O:21]. The yield is 0.170. (2) The reactants are N1([CH:7]=[C:8]([C:11]([N:13]2[CH2:18][CH2:17][O:16][CH2:15][CH2:14]2)=[S:12])[C:9]#[N:10])CCOCC1.I[CH2:20][C:21]([O:23][CH2:24][CH3:25])=[O:22].CCN(C(C)C)C(C)C. The catalyst is C(#N)C. The product is [C:9]([C:8]1[CH:7]=[C:20]([C:21]([O:23][CH2:24][CH3:25])=[O:22])[S:12][C:11]=1[N:13]1[CH2:14][CH2:15][O:16][CH2:17][CH2:18]1)#[N:10]. The yield is 0.870. (3) The reactants are [OH:1][C:2]1[CH:25]=[CH:24][C:5]2[C:6](=[O:23])/[C:7](=[CH:9]/[C:10]3[C:18]4[C:13](=[CH:14][CH:15]=[CH:16][CH:17]=4)[N:12]([S:19]([CH3:22])(=[O:21])=[O:20])[CH:11]=3)/[O:8][C:4]=2[C:3]=1[CH2:26][N:27]1[CH2:32][CH2:31][N:30](C(OC(C)(C)C)=O)[CH2:29][CH2:28]1.FC(F)(F)C(O)=O.C(Cl)[Cl:48]. No catalyst specified. The product is [ClH:48].[ClH:48].[OH:1][C:2]1[CH:25]=[CH:24][C:5]2[C:6](=[O:23])/[C:7](=[CH:9]/[C:10]3[C:18]4[C:13](=[CH:14][CH:15]=[CH:16][CH:17]=4)[N:12]([S:19]([CH3:22])(=[O:20])=[O:21])[CH:11]=3)/[O:8][C:4]=2[C:3]=1[CH2:26][N:27]1[CH2:32][CH2:31][NH:30][CH2:29][CH2:28]1. The yield is 0.880. (4) The reactants are [CH:1]1([NH2:7])[CH2:6][CH2:5][CH2:4][CH2:3][CH2:2]1.C([O:10][C:11]([C:13]1[C:14](=[O:24])[NH:15][C:16]2[C:21]([C:22]=1[OH:23])=[CH:20][CH:19]=[CH:18][CH:17]=2)=O)C. The catalyst is C1(C)C=CC=CC=1.O. The product is [CH:1]1([NH:7][C:11]([C:13]2[C:14](=[O:24])[NH:15][C:16]3[C:21]([C:22]=2[OH:23])=[CH:20][CH:19]=[CH:18][CH:17]=3)=[O:10])[CH2:6][CH2:5][CH2:4][CH2:3][CH2:2]1. The yield is 0.870. (5) The reactants are [Br:1][C:2]1[CH:8]=[C:7]([C:9]([F:12])([F:11])[F:10])[CH:6]=[CH:5][C:3]=1[NH2:4].Cl.O=[CH:15][C:16](=[CH2:18])[CH3:17].[NH4+].[OH-]. No catalyst specified. The product is [Br:1][C:2]1[CH:8]=[C:7]([C:9]([F:10])([F:11])[F:12])[CH:6]=[C:5]2[C:3]=1[N:4]=[CH:17][C:16]([CH3:18])=[CH:15]2. The yield is 0.150.